Dataset: Full USPTO retrosynthesis dataset with 1.9M reactions from patents (1976-2016). Task: Predict the reactants needed to synthesize the given product. (1) The reactants are: [Mg+2].[Cl-].[Cl-].C(S)[C@@H](O)[C@H]([OH:9])CS.P(O)(O)(O)=O.[C:17]([OH:20])(=[O:19])C.C([O-])(=O)C.OP([O-])(O)=O.[K+].[CH3:31][CH2:32][N:33]([CH2:36][CH2:37]O)[CH2:34][CH3:35]. Given the product [C:17](=[O:19])([OH:9])[O-:20].[CH2:32]([NH+:33]([CH2:36][CH3:37])[CH2:34][CH3:35])[CH3:31], predict the reactants needed to synthesize it. (2) Given the product [C:8]([C:11]1[CH2:16][CH2:15][N:14]([C:18]2[C:19]3[C:27]([CH3:28])=[CH:26][N:25]([C:29]4[CH:33]=[CH:34][C:36]([CH:38]([CH3:40])[CH3:39])=[CH:37][C:30]=4[S:31][CH3:32])[C:20]=3[N:21]=[C:22]([CH3:24])[N:23]=2)[CH2:13][CH:12]=1)(=[O:10])[NH2:9], predict the reactants needed to synthesize it. The reactants are: FC(F)(F)C(O)=O.[C:8]([C:11]1[CH2:12][CH2:13][NH:14][CH2:15][CH:16]=1)(=[O:10])[NH2:9].Cl[C:18]1[C:19]2[C:27]([CH3:28])=[CH:26][N:25]([C:29]3[C:33]([CH:34]([CH3:36])C)=[CH:32][S:31][C:30]=3[CH3:37])[C:20]=2[N:21]=[C:22]([CH3:24])[N:23]=1.[CH:38](N(C(C)C)CC)([CH3:40])[CH3:39].C(=O)([O-])O.[Na+].